This data is from Forward reaction prediction with 1.9M reactions from USPTO patents (1976-2016). The task is: Predict the product of the given reaction. (1) Given the reactants [NH2:1][C:2]1[N:7]=[CH:6][C:5]([C:8]2[N:9]=[C:10]([N:27]3[CH2:32][CH2:31][O:30][CH2:29][CH2:28]3)[C:11]3[S:16][C:15]([C:17]4[CH:25]=[CH:24][C:20]([C:21]([OH:23])=O)=[CH:19][C:18]=4[CH3:26])=[CH:14][C:12]=3[N:13]=2)=[CH:4][N:3]=1.[CH2:33]([CH2:35][NH2:36])[OH:34], predict the reaction product. The product is: [NH2:1][C:2]1[N:3]=[CH:4][C:5]([C:8]2[N:9]=[C:10]([N:27]3[CH2:28][CH2:29][O:30][CH2:31][CH2:32]3)[C:11]3[S:16][C:15]([C:17]4[CH:25]=[CH:24][C:20]([C:21]([NH:36][CH2:35][CH2:33][OH:34])=[O:23])=[CH:19][C:18]=4[CH3:26])=[CH:14][C:12]=3[N:13]=2)=[CH:6][N:7]=1. (2) Given the reactants [N:1]12[CH2:8][CH2:7][CH:4]([CH2:5][CH2:6]1)[CH:3]([O:9][C:10]1[CH:15]=[CH:14][C:13]([S:16][C:17]3[CH:22]=[CH:21][C:20]([OH:23])=[CH:19][CH:18]=3)=[CH:12][CH:11]=1)[CH2:2]2.[ClH:24].O1CCOCC1, predict the reaction product. The product is: [ClH:24].[N:1]12[CH2:8][CH2:7][CH:4]([CH2:5][CH2:6]1)[CH:3]([O:9][C:10]1[CH:11]=[CH:12][C:13]([S:16][C:17]3[CH:22]=[CH:21][C:20]([OH:23])=[CH:19][CH:18]=3)=[CH:14][CH:15]=1)[CH2:2]2. (3) Given the reactants [CH3:1][C:2]1[CH:7]=[CH:6][C:5]([CH:8]=[CH:9][C:10](=[O:20])[CH:11]=[CH:12][C:13]2[CH:18]=[CH:17][C:16]([CH3:19])=[CH:15][CH:14]=2)=[CH:4][CH:3]=1.[CH3:21][NH2:22].O, predict the reaction product. The product is: [CH3:19][C:16]1[CH:15]=[CH:14][C:13]([CH:12]2[CH2:11][C:10](=[O:20])[CH2:9][CH:8]([C:5]3[CH:4]=[CH:3][C:2]([CH3:1])=[CH:7][CH:6]=3)[N:22]2[CH3:21])=[CH:18][CH:17]=1. (4) The product is: [C:24]([N:32]1[CH2:37][CH2:36][N:35]([C:19](=[O:20])[C:18]([C:14]2[C:13]3[C:17](=[C:9]([C:6]4[CH:5]=[CH:4][C:3]([O:2][CH3:1])=[CH:8][CH:7]=4)[CH:10]=[CH:11][N:12]=3)[NH:16][CH:15]=2)=[O:22])[CH2:34][CH2:33]1)(=[O:31])[C:25]1[CH:30]=[CH:29][CH:28]=[CH:27][CH:26]=1. Given the reactants [CH3:1][O:2][C:3]1[CH:8]=[CH:7][C:6]([C:9]2[CH:10]=[CH:11][N:12]=[C:13]3[C:17]=2[NH:16][CH:15]=[C:14]3[C:18](=[O:22])[C:19]([O-])=[O:20])=[CH:5][CH:4]=1.[K+].[C:24]([N:32]1[CH2:37][CH2:36][NH:35][CH2:34][CH2:33]1)(=[O:31])[C:25]1[CH:30]=[CH:29][CH:28]=[CH:27][CH:26]=1.C(OP(ON1C(=O)C2C=CC=CC=2N=N1)(OCC)=O)C.CCN(C(C)C)C(C)C, predict the reaction product. (5) Given the reactants [CH3:1][O:2][CH2:3][CH2:4][O:5][C:6]1[CH:11]=[CH:10][N:9]2[C:12]([C:15]([O:17]CC)=[O:16])=[CH:13][N:14]=[C:8]2[CH:7]=1.[OH-].[Li+].Cl, predict the reaction product. The product is: [CH3:1][O:2][CH2:3][CH2:4][O:5][C:6]1[CH:11]=[CH:10][N:9]2[C:12]([C:15]([OH:17])=[O:16])=[CH:13][N:14]=[C:8]2[CH:7]=1. (6) The product is: [C:18]([O:22][C:23](=[O:26])[CH2:24][N:13]1[C:14]2[C:10](=[CH:9][CH:8]=[C:7]([O:6][Si:5]([C:1]([CH3:4])([CH3:3])[CH3:2])([CH3:17])[CH3:16])[CH:15]=2)[CH:11]=[CH:12]1)([CH3:21])([CH3:20])[CH3:19]. Given the reactants [C:1]([Si:5]([CH3:17])([CH3:16])[O:6][C:7]1[CH:15]=[C:14]2[C:10]([CH:11]=[CH:12][NH:13]2)=[CH:9][CH:8]=1)([CH3:4])([CH3:3])[CH3:2].[C:18]([O:22][C:23](=[O:26])[CH2:24]Br)([CH3:21])([CH3:20])[CH3:19].C(=O)([O-])[O-].[Cs+].[Cs+], predict the reaction product. (7) The product is: [CH2:16]([C:20]1[N:24]([C:25]2[CH:30]=[CH:29][CH:28]=[CH:27][CH:26]=2)[N:23]=[C:22]([CH2:31][NH:32][S:12]([CH2:11][C:2]2[CH:3]=[CH:4][C:5]3[C:10](=[CH:9][CH:8]=[CH:7][CH:6]=3)[CH:1]=2)(=[O:14])=[O:13])[CH:21]=1)[CH:17]([CH3:19])[CH3:18]. Given the reactants [CH:1]1[C:10]2[C:5](=[CH:6][CH:7]=[CH:8][CH:9]=2)[CH:4]=[CH:3][C:2]=1[CH2:11][S:12](Cl)(=[O:14])=[O:13].[CH2:16]([C:20]1[N:24]([C:25]2[CH:30]=[CH:29][CH:28]=[CH:27][CH:26]=2)[N:23]=[C:22]([CH2:31][NH2:32])[CH:21]=1)[CH:17]([CH3:19])[CH3:18].C(N(CC)CC)C, predict the reaction product. (8) Given the reactants [C:1]([NH:8][C:9]1[CH:10]=[N:11][CH:12]=[CH:13][C:14]=1[C:15]1[CH:20]=[CH:19][CH:18]=[CH:17][C:16]=1[CH3:21])(OC(C)(C)C)=O.[H-].[H-].[H-].[H-].[Li+].[Al+3].[O-]S([O-])(=O)=O.[Na+].[Na+].O, predict the reaction product. The product is: [CH3:1][NH:8][C:9]1[CH:10]=[N:11][CH:12]=[CH:13][C:14]=1[C:15]1[CH:20]=[CH:19][CH:18]=[CH:17][C:16]=1[CH3:21]. (9) Given the reactants [CH2:1]([N:3]1[CH:7]=[C:6]([NH:8][C:9]2[N:10]=[CH:11][C:12]3[N:17]=[N:16][N:15]([C:18]4[CH:23]=[CH:22][C:21]([C:24](O)([CH3:26])[CH3:25])=[CH:20][CH:19]=4)[C:13]=3[N:14]=2)[CH:5]=[N:4]1)[CH3:2].[N-:28]=[N+:29]=[N-:30].[Na+].FC(F)(F)C(O)=O, predict the reaction product. The product is: [N:28]([C:24]([C:21]1[CH:22]=[CH:23][C:18]([N:15]2[C:13]3[N:14]=[C:9]([NH:8][C:6]4[CH:5]=[N:4][N:3]([CH2:1][CH3:2])[CH:7]=4)[N:10]=[CH:11][C:12]=3[N:17]=[N:16]2)=[CH:19][CH:20]=1)([CH3:26])[CH3:25])=[N+:29]=[N-:30]. (10) Given the reactants [NH2:1][C:2]1[CH:7]=[C:6]([NH2:8])[CH:5]=[CH:4][C:3]=1[C:9]1[CH:14]=[CH:13][N:12]=[C:11]([C@@H:15]([NH:19][C:20](=[O:26])[O:21][C:22]([CH3:25])([CH3:24])[CH3:23])[CH2:16][CH:17]=[CH2:18])[CH:10]=1.N1C=CC=CC=1.Cl[C:34]([O:36][CH3:37])=[O:35], predict the reaction product. The product is: [CH3:37][O:36][C:34](=[O:35])[NH:8][C:6]1[CH:5]=[CH:4][C:3]([C:9]2[CH:14]=[CH:13][N:12]=[C:11]([C@@H:15]([NH:19][C:20]([O:21][C:22]([CH3:25])([CH3:24])[CH3:23])=[O:26])[CH2:16][CH:17]=[CH2:18])[CH:10]=2)=[C:2]([NH2:1])[CH:7]=1.